This data is from NCI-60 drug combinations with 297,098 pairs across 59 cell lines. The task is: Regression. Given two drug SMILES strings and cell line genomic features, predict the synergy score measuring deviation from expected non-interaction effect. Drug 1: C1CC(C1)(C(=O)O)C(=O)O.[NH2-].[NH2-].[Pt+2]. Drug 2: B(C(CC(C)C)NC(=O)C(CC1=CC=CC=C1)NC(=O)C2=NC=CN=C2)(O)O. Cell line: OVCAR3. Synergy scores: CSS=54.0, Synergy_ZIP=-2.17, Synergy_Bliss=-0.879, Synergy_Loewe=-14.1, Synergy_HSA=-0.862.